From a dataset of Forward reaction prediction with 1.9M reactions from USPTO patents (1976-2016). Predict the product of the given reaction. Given the reactants [Si:1]([O:8][CH2:9][CH2:10][CH2:11][C:12]1[CH:13]=[N:14][C:15]([C:18]2[O:26][C:21]3=[CH:22][N:23]=[CH:24][CH:25]=[C:20]3[C:19]=2[OH:27])=[N:16][CH:17]=1)([C:4]([CH3:7])([CH3:6])[CH3:5])([CH3:3])[CH3:2].N1C=CC=CC=1.[O:34](S(C(F)(F)F)(=O)=O)[S:35]([C:38]([F:41])([F:40])[F:39])(=O)=[O:36], predict the reaction product. The product is: [F:39][C:38]([F:41])([F:40])[S:35]([O:27][C:19]1[C:20]2[C:21](=[CH:22][N:23]=[CH:24][CH:25]=2)[O:26][C:18]=1[C:15]1[N:16]=[CH:17][C:12]([CH2:11][CH2:10][CH2:9][O:8][Si:1]([C:4]([CH3:5])([CH3:6])[CH3:7])([CH3:2])[CH3:3])=[CH:13][N:14]=1)(=[O:36])=[O:34].